Dataset: Orexin1 receptor HTS with 218,158 compounds and 233 confirmed actives. Task: Binary Classification. Given a drug SMILES string, predict its activity (active/inactive) in a high-throughput screening assay against a specified biological target. (1) The compound is O(c1cc(Cn2c3nc4c(nc3c(c2N)C#N)cccc4)cc(OC)c1)C. The result is 0 (inactive). (2) The compound is S(=O)(=O)(Nc1c(cccc1)C(O)=O)c1cc([N+]([O-])=O)c(N\N=C\c2ccc(OCC)cc2)cc1. The result is 0 (inactive).